Predict the product of the given reaction. From a dataset of Forward reaction prediction with 1.9M reactions from USPTO patents (1976-2016). (1) Given the reactants [CH3:1][O:2][C:3]1[C:12]2[C:7](=[CH:8][CH:9]=[CH:10][CH:11]=2)[C:6]([NH:13]S(C2SC=CC=2)(=O)=O)=[CH:5][C:4]=1[S:22][CH2:23][C:24]([O:26][CH3:27])=[O:25].[Br:28][C:29]1[CH:34]=[CH:33][C:32]([S:35](Cl)(=[O:37])=[O:36])=[CH:31][CH:30]=1, predict the reaction product. The product is: [Br:28][C:29]1[CH:34]=[CH:33][C:32]([S:35]([NH:13][C:6]2[C:7]3[C:12](=[CH:11][CH:10]=[CH:9][CH:8]=3)[C:3]([O:2][CH3:1])=[C:4]([S:22][CH2:23][C:24]([O:26][CH3:27])=[O:25])[CH:5]=2)(=[O:37])=[O:36])=[CH:31][CH:30]=1. (2) Given the reactants CN(C)C=[O:4].[Mn]([O-])(=O)(=O)=O.[K+].[F:12][C:13]1[CH:18]=[CH:17][C:16]([N:19]2[CH:23]=[CH:22][C:21]([CH:24]=[O:25])=[CH:20]2)=[CH:15][CH:14]=1.[OH-].[Na+], predict the reaction product. The product is: [F:12][C:13]1[CH:14]=[CH:15][C:16]([N:19]2[CH:23]=[CH:22][C:21]([C:24]([OH:4])=[O:25])=[CH:20]2)=[CH:17][CH:18]=1. (3) Given the reactants [NH2:1][C:2]1[C:7]([O:8][CH2:9][CH:10]2[CH2:15][CH2:14][N:13]([C:16]3[N:21]=[C:20]([O:22][CH2:23][CH:24]4[CH2:26][C:25]4([F:28])[F:27])[N:19]=[C:18](C(C#N)C#N)[N:17]=3)[CH2:12][CH2:11]2)=[CH:6][N:5]=[CH:4][N:3]=1.[F:34][C:35]1([F:40])[CH2:38][CH:37]([NH2:39])[CH2:36]1.C1C=C(Cl)C=C([C:48](OO)=[O:49])C=1, predict the reaction product. The product is: [NH2:1][C:2]1[C:7]([O:8][CH2:9][CH:10]2[CH2:11][CH2:12][N:13]([C:16]3[N:21]=[C:20]([O:22][CH2:23][CH:24]4[CH2:26][C:25]4([F:27])[F:28])[N:19]=[C:18]([C:48]([NH:39][CH:37]4[CH2:38][C:35]([F:40])([F:34])[CH2:36]4)=[O:49])[N:17]=3)[CH2:14][CH2:15]2)=[CH:6][N:5]=[CH:4][N:3]=1. (4) Given the reactants [CH2:1]([N:8]1[C:13](=[O:14])[CH:12]=[C:11]([CH3:15])[NH:10][C:9]1=[O:16])[C:2]1[CH:7]=[CH:6][CH:5]=[CH:4][CH:3]=1.C(O)(=[O:19])C, predict the reaction product. The product is: [CH2:1]([N:8]1[C:13](=[O:14])[CH:12]=[C:11]([CH:15]=[O:19])[NH:10][C:9]1=[O:16])[C:2]1[CH:3]=[CH:4][CH:5]=[CH:6][CH:7]=1. (5) Given the reactants [C@H:1]12[CH2:6][C@H:5]1[CH2:4][C@@H:3]([CH2:7][NH:8][C:9]([C:11]1[C:20]3[O:19][CH2:18][CH2:17][O:16][C:15]=3[CH:14]=[CH:13][CH:12]=1)=[O:10])[NH:2]2.[CH3:21][C:22]1[N:27]=[C:26]([C:28]2[CH:33]=[CH:32][CH:31]=[CH:30][CH:29]=2)[C:25]([C:34](O)=[O:35])=[CH:24][N:23]=1, predict the reaction product. The product is: [CH3:21][C:22]1[N:27]=[C:26]([C:28]2[CH:33]=[CH:32][CH:31]=[CH:30][CH:29]=2)[C:25]([C:34]([N:2]2[C@H:3]([CH2:7][NH:8][C:9]([C:11]3[C:20]4[O:19][CH2:18][CH2:17][O:16][C:15]=4[CH:14]=[CH:13][CH:12]=3)=[O:10])[CH2:4][C@H:5]3[C@@H:1]2[CH2:6]3)=[O:35])=[CH:24][N:23]=1. (6) Given the reactants Br[CH2:2][C@@H:3]([CH3:6])[CH2:4][OH:5].[OH-].[Na+].[CH3:9][O:10][C:11]1[CH:16]=[CH:15][CH:14]=[CH:13][C:12]=1[SH:17], predict the reaction product. The product is: [CH3:6][C@H:3]([CH2:2][S:17][C:12]1[CH:13]=[CH:14][CH:15]=[CH:16][C:11]=1[O:10][CH3:9])[CH2:4][OH:5]. (7) Given the reactants [CH3:1][O:2][C:3]1[N:8]=[CH:7][C:6]([C:9]2[N:17]3[C:12]([CH:13]=[N:14][C:15](OS(C(F)(F)F)(=O)=O)=[N:16]3)=[CH:11][CH:10]=2)=[CH:5][CH:4]=1.[CH3:26][O:27][C:28]1[CH:29]=[C:30]([NH2:41])[CH:31]=[CH:32][C:33]=1[CH:34]1[CH2:39][CH2:38][N:37]([CH3:40])[CH2:36][CH2:35]1, predict the reaction product. The product is: [CH3:26][O:27][C:28]1[CH:29]=[C:30]([NH:41][C:15]2[N:14]=[CH:13][C:12]3=[CH:11][CH:10]=[C:9]([C:6]4[CH:7]=[N:8][C:3]([O:2][CH3:1])=[CH:4][CH:5]=4)[N:17]3[N:16]=2)[CH:31]=[CH:32][C:33]=1[CH:34]1[CH2:35][CH2:36][N:37]([CH3:40])[CH2:38][CH2:39]1. (8) Given the reactants [CH2:1]([NH2:3])[CH3:2].[N:4]1[CH:9]=[CH:8][CH:7]=[CH:6][C:5]=1[CH:10]=O, predict the reaction product. The product is: [CH2:1]([NH:3][CH2:10][C:5]1[CH:6]=[CH:7][CH:8]=[CH:9][N:4]=1)[CH3:2].